The task is: Regression. Given two drug SMILES strings and cell line genomic features, predict the synergy score measuring deviation from expected non-interaction effect.. This data is from NCI-60 drug combinations with 297,098 pairs across 59 cell lines. (1) Drug 1: CC1=C(C(CCC1)(C)C)C=CC(=CC=CC(=CC(=O)O)C)C. Drug 2: C1CC(=O)NC(=O)C1N2C(=O)C3=CC=CC=C3C2=O. Cell line: U251. Synergy scores: CSS=-7.47, Synergy_ZIP=1.03, Synergy_Bliss=-7.06, Synergy_Loewe=-9.48, Synergy_HSA=-10.9. (2) Drug 1: CC1C(C(CC(O1)OC2CC(CC3=C2C(=C4C(=C3O)C(=O)C5=C(C4=O)C(=CC=C5)OC)O)(C(=O)C)O)N)O.Cl. Cell line: HCT116. Synergy scores: CSS=47.4, Synergy_ZIP=-4.50, Synergy_Bliss=-0.639, Synergy_Loewe=0.192, Synergy_HSA=3.08. Drug 2: C1CN(CCN1C(=O)CCBr)C(=O)CCBr.